From a dataset of Forward reaction prediction with 1.9M reactions from USPTO patents (1976-2016). Predict the product of the given reaction. (1) Given the reactants [Br:1][C:2]1[CH:3]=[C:4]([NH2:9])[C:5]([NH2:8])=[CH:6][CH:7]=1.[N:10]([O-])=O.[Na+], predict the reaction product. The product is: [Br:1][C:2]1[CH:7]=[CH:6][C:5]2[NH:8][N:10]=[N:9][C:4]=2[CH:3]=1. (2) Given the reactants [C:1]1([CH:7]([C:35]2[CH:40]=[CH:39][CH:38]=[CH:37][CH:36]=2)[CH2:8][NH:9][C:10]2[N:18]=[C:17]([C:19](OC)=[O:20])[N:16]=[C:15]3[C:11]=2[N:12]=[CH:13][N:14]3[C@H:23]2[C@H:27]([OH:28])[C@H:26]([OH:29])[C@@H:25]([C:30]([NH:32][CH2:33][CH3:34])=[O:31])[O:24]2)[CH:6]=[CH:5][CH:4]=[CH:3][CH:2]=1.[NH2:41][C@H:42]1[CH2:47][CH2:46][C@H:45]([NH2:48])[CH2:44][CH2:43]1, predict the reaction product. The product is: [NH2:41][C@H:42]1[CH2:47][CH2:46][C@H:45]([NH:48][C:19]([C:17]2[N:16]=[C:15]3[C:11]([N:12]=[CH:13][N:14]3[C@H:23]3[C@H:27]([OH:28])[C@H:26]([OH:29])[C@@H:25]([C:30]([NH:32][CH2:33][CH3:34])=[O:31])[O:24]3)=[C:10]([NH:9][CH2:8][CH:7]([C:35]3[CH:40]=[CH:39][CH:38]=[CH:37][CH:36]=3)[C:1]3[CH:6]=[CH:5][CH:4]=[CH:3][CH:2]=3)[N:18]=2)=[O:20])[CH2:44][CH2:43]1. (3) Given the reactants [CH2:1]([O:8][C:9]1[CH:10]=[CH:11][C:12]2[O:16][C:15]([CH:17]([NH:22][C:23]3[CH:28]=[CH:27][C:26]([C:29]([N:31]([CH3:39])[CH2:32][CH2:33][C:34]([O:36]CC)=[O:35])=[O:30])=[CH:25][CH:24]=3)[CH2:18][CH:19]([CH3:21])[CH3:20])=[C:14]([CH3:40])[C:13]=2[CH:41]=1)[C:2]1[CH:7]=[CH:6][CH:5]=[CH:4][CH:3]=1.[OH-].[Na+], predict the reaction product. The product is: [CH2:1]([O:8][C:9]1[CH:10]=[CH:11][C:12]2[O:16][C:15]([C@@H:17]([NH:22][C:23]3[CH:24]=[CH:25][C:26]([C:29]([N:31]([CH3:39])[CH2:32][CH2:33][C:34]([OH:36])=[O:35])=[O:30])=[CH:27][CH:28]=3)[CH2:18][CH:19]([CH3:21])[CH3:20])=[C:14]([CH3:40])[C:13]=2[CH:41]=1)[C:2]1[CH:3]=[CH:4][CH:5]=[CH:6][CH:7]=1. (4) Given the reactants [Cl:1][C:2]1[C:7]([CH3:8])=[CH:6][C:5]([S:9]([NH:12][C:13]2[CH:14]=[C:15]([C:19]3[CH:24]=[C:23]([CH3:25])[C:22]([C:26](O)=[O:27])=[C:21]([CH3:29])[CH:20]=3)[CH:16]=[CH:17][CH:18]=2)(=[O:11])=[O:10])=[C:4]([CH3:30])[CH:3]=1.[NH2:31][C@@H:32]([CH2:36][OH:37])[C:33]([NH2:35])=[O:34], predict the reaction product. The product is: [C:33]([C@@H:32]([NH:31][C:26]([C:22]1[C:23]([CH3:25])=[CH:24][C:19]([C:15]2[CH:16]=[CH:17][CH:18]=[C:13]([NH:12][S:9]([C:5]3[CH:6]=[C:7]([CH3:8])[C:2]([Cl:1])=[CH:3][C:4]=3[CH3:30])(=[O:10])=[O:11])[CH:14]=2)=[CH:20][C:21]=1[CH3:29])=[O:27])[CH2:36][OH:37])(=[O:34])[NH2:35]. (5) Given the reactants [CH3:1][C@H:2]1[C:24](=[O:25])[C:23]2[C@H:12]([C@H:13]3[C@@H:21]([CH:22]=2)[C@H:20]2[C@@H:16]([CH2:17][C@@H:18]([O:26][C@@H:27]4[O:32][C@@H:31]([CH3:33])[C@H:30]([O:34][CH3:35])[C@@H:29]([O:36][CH3:37])[C@H:28]4[O:38][CH3:39])[CH2:19]2)[CH:15]=[CH:14]3)[CH2:11][C:9](=[O:10])[O:8][C@@H:7]([CH:40]2[CH2:43][CH2:42][CH2:41]2)[CH2:6][CH2:5][CH2:4][C@@H:3]1[O:44][C@@H:45]1[O:50][C@H:49]([CH3:51])[C@@H:48]([N:52]([CH3:54])[CH3:53])[CH2:47][CH2:46]1, predict the reaction product. The product is: [CH3:1][C@H:2]1[C:24](=[O:25])[C:23]2[C@H:12]([C@H:13]3[C@@H:21]([CH:22]=2)[C@H:20]2[C@@H:16]([CH2:17][C@@H:18]([O:26][C@@H:27]4[O:32][C@@H:31]([CH3:33])[C@H:30]([O:34][CH3:35])[C@@H:29]([O:36][CH3:37])[C@H:28]4[O:38][CH3:39])[CH2:19]2)[CH2:15][CH2:14]3)[CH2:11][C:9](=[O:10])[O:8][C@@H:7]([CH:40]2[CH2:43][CH2:42][CH2:41]2)[CH2:6][CH2:5][CH2:4][C@@H:3]1[O:44][C@@H:45]1[O:50][C@H:49]([CH3:51])[C@@H:48]([N:52]([CH3:53])[CH3:54])[CH2:47][CH2:46]1. (6) Given the reactants Br[C:2]1[CH:8]=[C:7]([N+:9]([O-:11])=[O:10])[CH:6]=[CH:5][C:3]=1[NH2:4].[CH3:12][C:13]([CH3:20])([C:18]#[CH:19])[C:14]([O:16][CH3:17])=[O:15].C(N(CC)CC)C, predict the reaction product. The product is: [NH2:4][C:3]1[CH:5]=[CH:6][C:7]([N+:9]([O-:11])=[O:10])=[CH:8][C:2]=1[C:19]#[C:18][C:13]([CH3:20])([CH3:12])[C:14]([O:16][CH3:17])=[O:15]. (7) The product is: [Br:1][C:2]1[CH:3]=[CH:4][C:5]([OH:10])=[C:6]([CH2:7][NH:13][NH:12][C:11]([O:15][C:16]([CH3:19])([CH3:18])[CH3:17])=[O:14])[CH:9]=1. Given the reactants [Br:1][C:2]1[CH:3]=[CH:4][C:5]([OH:10])=[C:6]([CH:9]=1)[CH:7]=O.[C:11]([O:15][C:16]([CH3:19])([CH3:18])[CH3:17])(=[O:14])[NH:12][NH2:13].C(O)(=O)C.C(O[BH-](OC(=O)C)OC(=O)C)(=O)C.[Na+].Cl, predict the reaction product.